This data is from NCI-60 drug combinations with 297,098 pairs across 59 cell lines. The task is: Regression. Given two drug SMILES strings and cell line genomic features, predict the synergy score measuring deviation from expected non-interaction effect. (1) Drug 1: CCN(CC)CCNC(=O)C1=C(NC(=C1C)C=C2C3=C(C=CC(=C3)F)NC2=O)C. Drug 2: CN1C2=C(C=C(C=C2)N(CCCl)CCCl)N=C1CCCC(=O)O.Cl. Cell line: PC-3. Synergy scores: CSS=-3.29, Synergy_ZIP=1.43, Synergy_Bliss=0.537, Synergy_Loewe=-0.403, Synergy_HSA=-1.61. (2) Drug 1: C1=CC(=CC=C1C#N)C(C2=CC=C(C=C2)C#N)N3C=NC=N3. Drug 2: COC1=NC(=NC2=C1N=CN2C3C(C(C(O3)CO)O)O)N. Cell line: OVCAR-5. Synergy scores: CSS=1.93, Synergy_ZIP=2.03, Synergy_Bliss=7.00, Synergy_Loewe=-1.25, Synergy_HSA=2.16. (3) Drug 1: CC1OCC2C(O1)C(C(C(O2)OC3C4COC(=O)C4C(C5=CC6=C(C=C35)OCO6)C7=CC(=C(C(=C7)OC)O)OC)O)O. Drug 2: CCCCCOC(=O)NC1=NC(=O)N(C=C1F)C2C(C(C(O2)C)O)O. Cell line: SW-620. Synergy scores: CSS=37.7, Synergy_ZIP=2.88, Synergy_Bliss=2.05, Synergy_Loewe=-32.2, Synergy_HSA=0.201. (4) Synergy scores: CSS=1.04, Synergy_ZIP=-1.77, Synergy_Bliss=-2.42, Synergy_Loewe=-1.50, Synergy_HSA=-1.50. Cell line: SNB-75. Drug 2: COC1=C2C(=CC3=C1OC=C3)C=CC(=O)O2. Drug 1: CN1C2=C(C=C(C=C2)N(CCCl)CCCl)N=C1CCCC(=O)O.Cl. (5) Drug 1: CNC(=O)C1=CC=CC=C1SC2=CC3=C(C=C2)C(=NN3)C=CC4=CC=CC=N4. Drug 2: CC(C1=C(C=CC(=C1Cl)F)Cl)OC2=C(N=CC(=C2)C3=CN(N=C3)C4CCNCC4)N. Cell line: HS 578T. Synergy scores: CSS=-9.58, Synergy_ZIP=2.91, Synergy_Bliss=1.20, Synergy_Loewe=-5.76, Synergy_HSA=-4.77. (6) Drug 1: COC1=C2C(=CC3=C1OC=C3)C=CC(=O)O2. Drug 2: COCCOC1=C(C=C2C(=C1)C(=NC=N2)NC3=CC=CC(=C3)C#C)OCCOC.Cl. Cell line: SK-MEL-28. Synergy scores: CSS=-4.70, Synergy_ZIP=1.22, Synergy_Bliss=-0.732, Synergy_Loewe=-5.39, Synergy_HSA=-4.46.